This data is from Full USPTO retrosynthesis dataset with 1.9M reactions from patents (1976-2016). The task is: Predict the reactants needed to synthesize the given product. (1) The reactants are: Cl.[NH:2]1[CH2:6][C@@H:5]([OH:7])[C@H:4]([OH:8])[CH2:3]1.O.C([O-])([O-])=O.[Na+].[Na+].CS(O[CH2:21][CH2:22][O:23][C:24]1[CH:29]=[CH:28][N:27]=[C:26]([C:30]([N:32]2[CH2:35][CH:34]([C:36]3[CH:41]=[CH:40][C:39]([O:42][CH2:43][C:44]4[CH:49]=[CH:48][C:47]([CH2:50][CH3:51])=[CH:46][CH:45]=4)=[C:38]([O:52][CH3:53])[CH:37]=3)[CH2:33]2)=[O:31])[CH:25]=1)(=O)=O. Given the product [OH:8][C@H:4]1[C@H:5]([OH:7])[CH2:6][N:2]([CH2:21][CH2:22][O:23][C:24]2[CH:29]=[CH:28][N:27]=[C:26]([C:30]([N:32]3[CH2:33][CH:34]([C:36]4[CH:41]=[CH:40][C:39]([O:42][CH2:43][C:44]5[CH:45]=[CH:46][C:47]([CH2:50][CH3:51])=[CH:48][CH:49]=5)=[C:38]([O:52][CH3:53])[CH:37]=4)[CH2:35]3)=[O:31])[CH:25]=2)[CH2:3]1, predict the reactants needed to synthesize it. (2) Given the product [C:23]([N:20]1[CH2:21][CH2:22][CH:17]([C:9]2[S:10][C:11]([C:12]([O:14][CH2:15][CH3:16])=[O:13])=[C:7]([C:1]3[CH:6]=[CH:5][CH:4]=[CH:3][CH:2]=3)[N:8]=2)[CH2:18][CH2:19]1)(=[O:25])[CH3:24], predict the reactants needed to synthesize it. The reactants are: [C:1]1([C:7]2[N:8]=[C:9]([CH:17]3[CH2:22][CH2:21][NH:20][CH2:19][CH2:18]3)[S:10][C:11]=2[C:12]([O:14][CH2:15][CH3:16])=[O:13])[CH:6]=[CH:5][CH:4]=[CH:3][CH:2]=1.[C:23](Cl)(=[O:25])[CH3:24]. (3) Given the product [Cl:1][C:2]1[C:3]([CH2:12][N:13]2[C:17]([C:18]([OH:20])=[O:19])=[CH:16][C:15]([O:22][CH:23]([CH3:25])[CH3:24])=[N:14]2)=[N:4][CH:5]=[C:6]([C:8]([F:9])([F:10])[F:11])[CH:7]=1, predict the reactants needed to synthesize it. The reactants are: [Cl:1][C:2]1[C:3]([CH2:12][N:13]2[C:17]([C:18]([O:20]C)=[O:19])=[CH:16][C:15]([O:22][CH:23]([CH3:25])[CH3:24])=[N:14]2)=[N:4][CH:5]=[C:6]([C:8]([F:11])([F:10])[F:9])[CH:7]=1.[OH-].[Na+].O1CCCC1. (4) The reactants are: [CH3:1][O:2][C:3](=[O:32])[C:4]1[CH:9]=[CH:8][N:7]=[C:6]([O:10][CH:11]2[CH2:16][CH2:15][CH:14]([CH3:17])[N:13]([C:18](=[O:30])[C:19]3[CH:24]=[CH:23][CH:22]=[CH:21][C:20]=3[N:25]3[N:29]=[CH:28][CH:27]=[N:26]3)[CH2:12]2)[C:5]=1Cl.[CH3:33]B(O)O.[O-]P([O-])([O-])=O.[K+].[K+].[K+]. Given the product [CH3:1][O:2][C:3](=[O:32])[C:4]1[CH:9]=[CH:8][N:7]=[C:6]([O:10][CH:11]2[CH2:16][CH2:15][CH:14]([CH3:17])[N:13]([C:18](=[O:30])[C:19]3[CH:24]=[CH:23][CH:22]=[CH:21][C:20]=3[N:25]3[N:29]=[CH:28][CH:27]=[N:26]3)[CH2:12]2)[C:5]=1[CH3:33], predict the reactants needed to synthesize it. (5) Given the product [C:27]([O:26][C:24]([N:21]1[CH2:22][CH2:23][C@@H:7]2[C@@H:8]([N:9]([CH2:13][C:14]([OH:16])=[O:15])[C:10]3[CH:11]=[CH:12][C:4]([Cl:3])=[C:5]([Cl:31])[C:6]=32)[CH2:19][CH2:20]1)=[O:25])([CH3:30])([CH3:28])[CH3:29], predict the reactants needed to synthesize it. The reactants are: [OH-].[K+].[Cl:3][C:4]1[CH:12]=[CH:11][C:10]2[N:9]([CH2:13][C:14]([O:16]CC)=[O:15])[C@H:8]3[CH2:19][CH2:20][N:21]([C:24]([O:26][C:27]([CH3:30])([CH3:29])[CH3:28])=[O:25])[CH2:22][CH2:23][C@H:7]3[C:6]=2[C:5]=1[Cl:31].Cl. (6) The reactants are: [Cl:1][C:2]1[CH:17]=[CH:16][CH:15]=[CH:14][C:3]=1[C:4]([NH:6][C:7]1[CH:12]=[CH:11][C:10]([Cl:13])=[CH:9][CH:8]=1)=[NH:5].C([O-])(O)=O.[Na+].[CH2:23]([O:25][C:26](=[O:31])[C:27](=[O:30])[CH2:28]Br)[CH3:24]. Given the product [CH2:23]([O:25][C:26]([C:27]1([OH:30])[CH2:28][N:6]([C:7]2[CH:12]=[CH:11][C:10]([Cl:13])=[CH:9][CH:8]=2)[C:4]([C:3]2[CH:14]=[CH:15][CH:16]=[CH:17][C:2]=2[Cl:1])=[N:5]1)=[O:31])[CH3:24], predict the reactants needed to synthesize it. (7) Given the product [CH3:12][O:11][C:9]([C:8]1[C:7]([NH:14][C:15]2[CH:20]=[CH:19][CH:18]=[CH:17][C:16]=2[F:21])=[C:6]([F:22])[C:5]2[C:4](=[C:1]([CH3:2])[NH:24][N:25]=2)[CH:13]=1)=[O:10], predict the reactants needed to synthesize it. The reactants are: [C:1]([C:4]1[C:5](F)=[C:6]([F:22])[C:7]([NH:14][C:15]2[CH:20]=[CH:19][CH:18]=[CH:17][C:16]=2[F:21])=[C:8]([CH:13]=1)[C:9]([O:11][CH3:12])=[O:10])(=O)[CH3:2].[NH2:24][NH2:25]. (8) Given the product [NH2:16][C:6]1[CH:5]=[C:4]([C:1](=[O:3])[CH3:2])[CH:15]=[CH:14][C:7]=1[CH:8]=[N:9][NH:10][C:11]1[S:13][CH:18]=[C:19]([C:21]2[CH:26]=[CH:25][C:24]([O:27][CH3:28])=[CH:23][CH:22]=2)[N:12]=1, predict the reactants needed to synthesize it. The reactants are: [C:1]([C:4]1[CH:15]=[CH:14][C:7]([CH:8]=[N:9][NH:10][C:11](=[S:13])[NH2:12])=[C:6]([NH2:16])[CH:5]=1)(=[O:3])[CH3:2].Br[CH2:18][C:19]([C:21]1[CH:26]=[CH:25][C:24]([O:27][CH3:28])=[CH:23][CH:22]=1)=O.